From a dataset of Forward reaction prediction with 1.9M reactions from USPTO patents (1976-2016). Predict the product of the given reaction. (1) Given the reactants [Br:1][C:2]1[C:3]([F:11])=[CH:4][C:5]([CH2:9][OH:10])=[C:6]([OH:8])[CH:7]=1.[Br:12][CH2:13][CH:14](OC)OC.OS(O)(=O)=O, predict the reaction product. The product is: [Br:1][C:2]1[C:3]([F:11])=[CH:4][C:5]2[CH2:9][O:10][CH:14]([CH2:13][Br:12])[O:8][C:6]=2[CH:7]=1. (2) Given the reactants Br[CH2:2][C:3]1[CH:8]=[CH:7][C:6]([F:9])=[CH:5][CH:4]=1.[F:10][C:11]1[CH:16]=[CH:15][C:14]([C:17]2[C:18](=[O:28])[C:19]([C:23]([O:25]CC)=[O:24])=[CH:20][NH:21][CH:22]=2)=[CH:13][CH:12]=1.C(=O)([O-])[O-].[Cs+].[Cs+].[OH-].[Na+].Cl, predict the reaction product. The product is: [F:9][C:6]1[CH:7]=[CH:8][C:3]([CH2:2][N:21]2[CH:22]=[C:17]([C:14]3[CH:13]=[CH:12][C:11]([F:10])=[CH:16][CH:15]=3)[C:18](=[O:28])[C:19]([C:23]([OH:25])=[O:24])=[CH:20]2)=[CH:4][CH:5]=1. (3) Given the reactants [F:1][C:2]1([F:26])[CH2:7][CH2:6][CH:5]([CH2:8][C:9]2[N:13]3[C:14]([CH3:21])=[CH:15][C:16]([C:18](O)=[O:19])=[CH:17][C:12]3=[N:11][C:10]=2[C:22]([F:25])([F:24])[CH3:23])[CH2:4][CH2:3]1.Cl.[NH2:28][CH:29]1[CH2:34][CH2:33][O:32][CH2:31][CH2:30]1, predict the reaction product. The product is: [F:26][C:2]1([F:1])[CH2:3][CH2:4][CH:5]([CH2:8][C:9]2[N:13]3[C:14]([CH3:21])=[CH:15][C:16]([C:18]([NH:28][CH:29]4[CH2:34][CH2:33][O:32][CH2:31][CH2:30]4)=[O:19])=[CH:17][C:12]3=[N:11][C:10]=2[C:22]([F:25])([F:24])[CH3:23])[CH2:6][CH2:7]1. (4) Given the reactants [CH3:1][N:2]1[C:7](=[O:8])[C:6]2[CH:9]=[C:10]([C:12]3[CH:17]=[C:16]([S:18]([N:21]4[CH2:26][CH2:25][N:24]([CH3:27])[CH2:23][CH2:22]4)(=[O:20])=[O:19])[CH:15]=[CH:14][C:13]=3[O:28][CH2:29][CH2:30][CH3:31])[NH:11][C:5]=2[N:4]([CH2:32][CH2:33][CH3:34])[C:3]1=[O:35], predict the reaction product. The product is: [CH3:1][N:2]([CH2:7][C:9]1[C:6]2[C:7](=[O:8])[N:2]([CH3:1])[C:3](=[O:35])[N:4]([CH2:32][CH2:33][CH3:34])[C:5]=2[NH:11][C:10]=1[C:12]1[CH:17]=[C:16]([S:18]([N:21]2[CH2:22][CH2:23][N:24]([CH3:27])[CH2:25][CH2:26]2)(=[O:20])=[O:19])[CH:15]=[CH:14][C:13]=1[O:28][CH2:29][CH2:30][CH3:31])[CH3:3]. (5) Given the reactants [CH3:1][C:2]1[S:11][C:5]2[N:6]=[CH:7][N:8]=[C:9]([NH2:10])[C:4]=2[C:3]=1[C:12]1[CH:17]=[CH:16][C:15]([N+:18]([O-:20])=[O:19])=[CH:14][CH:13]=1.C1C(=O)N([Br:28])C(=O)C1.CC(N=NC(C#N)(C)C)(C#N)C, predict the reaction product. The product is: [Br:28][CH2:1][C:2]1[S:11][C:5]2[N:6]=[CH:7][N:8]=[C:9]([NH2:10])[C:4]=2[C:3]=1[C:12]1[CH:13]=[CH:14][C:15]([N+:18]([O-:20])=[O:19])=[CH:16][CH:17]=1. (6) The product is: [Br:19][C:20]1[CH:27]=[CH:26][C:23]([CH:24]([N:13]2[CH2:12][CH2:11][C:9]3([O:8][CH2:7][C:6](=[O:16])[N:5]([CH:2]4[CH2:4][CH2:3]4)[CH2:10]3)[CH2:15][CH2:14]2)[CH2:38][C:37]([O:39][CH3:40])=[O:36])=[C:22]([F:28])[CH:21]=1. Given the reactants Cl.[CH:2]1([N:5]2[CH2:10][C:9]3([CH2:15][CH2:14][NH:13][CH2:12][CH2:11]3)[O:8][CH2:7][C:6]2=[O:16])[CH2:4][CH2:3]1.[OH-].[Na+].[Br:19][C:20]1[CH:27]=[CH:26][C:23]([CH:24]=O)=[C:22]([F:28])[CH:21]=1.C([Si]([O:36][C:37]([O:39][CH3:40])=[CH2:38])(C)C)(C)(C)C.B(OC)(OC)OC, predict the reaction product. (7) Given the reactants [CH:1]([C:3]1[CH:10]=[CH:9]C(C#N)=[C:5]([N+:11]([O-:13])=[O:12])[CH:4]=1)=[O:2].CC[O:16][C:17]([CH3:19])=[O:18], predict the reaction product. The product is: [CH:1]([C:3]1[CH:10]=[CH:9][C:19]([C:17]([OH:16])=[O:18])=[C:5]([N+:11]([O-:13])=[O:12])[CH:4]=1)=[O:2]. (8) Given the reactants C([NH:4][CH2:5][C:6]1[CH:11]=[CH:10][C:9]([S:12]([O-:14])=[O:13])=[CH:8][CH:7]=1)(=O)C.[Na+].[Cl:16][C:17]1[CH:18]=[C:19](B(O)O)[CH:20]=[CH:21][CH:22]=1, predict the reaction product. The product is: [Cl:16][C:17]1[CH:22]=[C:21]([S:12]([C:9]2[CH:8]=[CH:7][C:6]([CH2:5][NH2:4])=[CH:11][CH:10]=2)(=[O:13])=[O:14])[CH:20]=[CH:19][CH:18]=1. (9) Given the reactants [CH3:1][C:2]([NH:10][C:11]([C:13]1[CH:18]=[CH:17][C:16](Br)=[C:15]([O:20][CH2:21][CH:22]2[CH2:24][CH2:23]2)[N:14]=1)=[O:12])([C:4]1[N:8]=[C:7]([CH3:9])[O:6][N:5]=1)[CH3:3].CC([Si](C)(C)[O:30][C@H:31]1[CH2:35][CH2:34][NH:33][CH2:32]1)(C)C, predict the reaction product. The product is: [CH3:1][C:2]([NH:10][C:11]([C:13]1[CH:18]=[CH:17][C:16]([N:33]2[CH2:34][CH2:35][C@H:31]([OH:30])[CH2:32]2)=[C:15]([O:20][CH2:21][CH:22]2[CH2:24][CH2:23]2)[N:14]=1)=[O:12])([C:4]1[N:8]=[C:7]([CH3:9])[O:6][N:5]=1)[CH3:3].